This data is from NCI-60 drug combinations with 297,098 pairs across 59 cell lines. The task is: Regression. Given two drug SMILES strings and cell line genomic features, predict the synergy score measuring deviation from expected non-interaction effect. (1) Drug 2: CCC1(CC2CC(C3=C(CCN(C2)C1)C4=CC=CC=C4N3)(C5=C(C=C6C(=C5)C78CCN9C7C(C=CC9)(C(C(C8N6C)(C(=O)OC)O)OC(=O)C)CC)OC)C(=O)OC)O.OS(=O)(=O)O. Synergy scores: CSS=23.4, Synergy_ZIP=18.2, Synergy_Bliss=18.0, Synergy_Loewe=-8.45, Synergy_HSA=14.1. Drug 1: C1CCN(CC1)CCOC2=CC=C(C=C2)C(=O)C3=C(SC4=C3C=CC(=C4)O)C5=CC=C(C=C5)O. Cell line: CCRF-CEM. (2) Drug 1: CC=C1C(=O)NC(C(=O)OC2CC(=O)NC(C(=O)NC(CSSCCC=C2)C(=O)N1)C(C)C)C(C)C. Drug 2: CCC1(CC2CC(C3=C(CCN(C2)C1)C4=CC=CC=C4N3)(C5=C(C=C6C(=C5)C78CCN9C7C(C=CC9)(C(C(C8N6C)(C(=O)OC)O)OC(=O)C)CC)OC)C(=O)OC)O.OS(=O)(=O)O. Cell line: MDA-MB-231. Synergy scores: CSS=17.2, Synergy_ZIP=-4.95, Synergy_Bliss=-2.21, Synergy_Loewe=-2.16, Synergy_HSA=1.78. (3) Synergy scores: CSS=3.25, Synergy_ZIP=-11.1, Synergy_Bliss=-11.7, Synergy_Loewe=-21.0, Synergy_HSA=-17.3. Drug 2: C1CCC(CC1)NC(=O)N(CCCl)N=O. Drug 1: CN1CCC(CC1)COC2=C(C=C3C(=C2)N=CN=C3NC4=C(C=C(C=C4)Br)F)OC. Cell line: HL-60(TB). (4) Drug 1: CCC1(CC2CC(C3=C(CCN(C2)C1)C4=CC=CC=C4N3)(C5=C(C=C6C(=C5)C78CCN9C7C(C=CC9)(C(C(C8N6C)(C(=O)OC)O)OC(=O)C)CC)OC)C(=O)OC)O.OS(=O)(=O)O. Drug 2: CN1C2=C(C=C(C=C2)N(CCCl)CCCl)N=C1CCCC(=O)O.Cl. Cell line: KM12. Synergy scores: CSS=0.0375, Synergy_ZIP=-2.37, Synergy_Bliss=-5.87, Synergy_Loewe=-5.54, Synergy_HSA=-5.50. (5) Drug 1: CNC(=O)C1=CC=CC=C1SC2=CC3=C(C=C2)C(=NN3)C=CC4=CC=CC=N4. Drug 2: C1=NC2=C(N1)C(=S)N=CN2. Cell line: A549. Synergy scores: CSS=4.46, Synergy_ZIP=-8.01, Synergy_Bliss=-15.6, Synergy_Loewe=-17.3, Synergy_HSA=-14.5. (6) Drug 1: CCCS(=O)(=O)NC1=C(C(=C(C=C1)F)C(=O)C2=CNC3=C2C=C(C=N3)C4=CC=C(C=C4)Cl)F. Drug 2: C1=NC(=NC(=O)N1C2C(C(C(O2)CO)O)O)N. Cell line: 786-0. Synergy scores: CSS=12.3, Synergy_ZIP=1.61, Synergy_Bliss=5.08, Synergy_Loewe=3.76, Synergy_HSA=4.65. (7) Drug 1: CC1=C2C(C(=O)C3(C(CC4C(C3C(C(C2(C)C)(CC1OC(=O)C(C(C5=CC=CC=C5)NC(=O)OC(C)(C)C)O)O)OC(=O)C6=CC=CC=C6)(CO4)OC(=O)C)OC)C)OC. Drug 2: CC1=C(C(CCC1)(C)C)C=CC(=CC=CC(=CC(=O)O)C)C. Cell line: MOLT-4. Synergy scores: CSS=96.0, Synergy_ZIP=24.8, Synergy_Bliss=24.3, Synergy_Loewe=17.5, Synergy_HSA=25.1.